From a dataset of Reaction yield outcomes from USPTO patents with 853,638 reactions. Predict the reaction yield, written as a fraction of the theoretical maximum amount of product (1.0 means a 100% yield; for example, 0.34 means a 34% yield). The reactants are [CH3:1][O:2][C:3](=[O:26])[CH2:4][C:5]1[CH:10]=[C:9]([S:11]([C:14]2[CH:19]=[CH:18][C:17](F)=[CH:16][CH:15]=2)(=[O:13])=[O:12])[CH:8]=[C:7]([O:21][CH2:22][CH2:23][CH2:24][CH3:25])[CH:6]=1.CS(C)=O.C(=O)([O-])[O-].[K+].[K+].[F:37][C:38]([F:48])([F:47])[O:39][C:40]1[CH:45]=[CH:44][C:43]([OH:46])=[CH:42][CH:41]=1. No catalyst specified. The product is [CH3:1][O:2][C:3](=[O:26])[CH2:4][C:5]1[CH:10]=[C:9]([S:11]([C:14]2[CH:19]=[CH:18][C:17]([O:46][C:43]3[CH:44]=[CH:45][C:40]([O:39][C:38]([F:37])([F:47])[F:48])=[CH:41][CH:42]=3)=[CH:16][CH:15]=2)(=[O:13])=[O:12])[CH:8]=[C:7]([O:21][CH2:22][CH2:23][CH2:24][CH3:25])[CH:6]=1. The yield is 0.340.